From a dataset of Catalyst prediction with 721,799 reactions and 888 catalyst types from USPTO. Predict which catalyst facilitates the given reaction. Reactant: [C:1](#[N:3])[CH3:2].[Li]CCCC.Br[C:10]1[C:15]([CH3:16])=[CH:14][CH:13]=[CH:12][N:11]=1.O. Product: [CH3:16][C:15]1[C:10]([CH2:2][C:1]#[N:3])=[N:11][CH:12]=[CH:13][CH:14]=1. The catalyst class is: 49.